From a dataset of Forward reaction prediction with 1.9M reactions from USPTO patents (1976-2016). Predict the product of the given reaction. (1) Given the reactants CO[C:3](=[O:12])[C:4]1[CH:9]=[CH:8][C:7](Br)=[C:6]([CH3:11])[CH:5]=1.[H-].[Al+3].[Li+].[H-].[H-].[H-].[CH3:19][O:20][C:21](=[O:24])[CH:22]=[CH2:23].C1(C)C=CC=CC=1P(C1C=CC=CC=1C)C1C=CC=CC=1C.C(N(CC)C(C)C)(C)C, predict the reaction product. The product is: [CH3:19][O:20][C:21](=[O:24])[CH:22]=[CH:23][C:7]1[CH:8]=[CH:9][C:4]([CH2:3][OH:12])=[CH:5][C:6]=1[CH3:11]. (2) Given the reactants [Cl:1][C:2]1[N:13]=[C:12]([NH:14][CH:15]2[CH2:20][CH2:19][CH:18](N)[CH2:17][CH2:16]2)[C:11]2[C:10]3[CH2:9][CH2:8][CH2:7][C:6]=3[S:5][C:4]=2[N:3]=1.[CH2:22]=O.[BH3-][C:25]#[N:26].[Na+], predict the reaction product. The product is: [Cl:1][C:2]1[N:13]=[C:12]([NH:14][CH:15]2[CH2:20][CH2:19][CH:18]([N:26]([CH3:25])[CH3:22])[CH2:17][CH2:16]2)[C:11]2[C:10]3[CH2:9][CH2:8][CH2:7][C:6]=3[S:5][C:4]=2[N:3]=1. (3) Given the reactants [F:1][C:2]1[CH:7]=[CH:6][C:5]([CH2:8][C:9]2[CH:10]=[C:11]([NH:20][C:21](=O)[C:22](F)(F)F)[C:12]([C:15]([O:17][CH2:18][CH3:19])=[O:16])=[N:13][CH:14]=2)=[CH:4][CH:3]=1.C(=O)([O-])[O-].[Cs+].[Cs+].ICC[N:36]1[CH2:41][CH2:40][CH2:39][CH2:38][S:37]1(=[O:43])=[O:42], predict the reaction product. The product is: [O:42]=[S:37]1(=[O:43])[CH2:38][CH2:39][CH2:40][CH2:41][N:36]1[CH2:22][CH2:21][NH:20][C:11]1[C:12]([C:15]([O:17][CH2:18][CH3:19])=[O:16])=[N:13][CH:14]=[C:9]([CH2:8][C:5]2[CH:6]=[CH:7][C:2]([F:1])=[CH:3][CH:4]=2)[CH:10]=1. (4) Given the reactants Cl[C:2]1[C:11]2[C:6](=[CH:7][C:8]([O:12][CH3:13])=[CH:9][CH:10]=2)[C:5]([CH:14]=[O:15])=[C:4]([CH3:16])[N:3]=1.[CH:17]([C:20]1[CH:28]=[CH:27][C:26]2[NH:25][N:24]=[CH:23][C:22]=2[C:21]=1B(O)O)([CH3:19])[CH3:18].C([O-])([O-])=O.[Na+].[Na+], predict the reaction product. The product is: [CH:17]([C:20]1[C:21]([C:2]2[C:11]3[C:6](=[CH:7][C:8]([O:12][CH3:13])=[CH:9][CH:10]=3)[C:5]([CH:14]=[O:15])=[C:4]([CH3:16])[N:3]=2)=[C:22]2[C:26](=[CH:27][CH:28]=1)[NH:25][N:24]=[CH:23]2)([CH3:19])[CH3:18]. (5) The product is: [C:36]([C:33]1[S:32][C:6]([NH:8][CH:9]2[CH2:13][CH2:12][N:11]([C:14]([O:16][CH:17]3[CH:24]4[CH2:25][C:20]5([C:27](=[O:29])[NH2:28])[CH2:21][CH:22]([CH2:26][CH:18]3[CH2:19]5)[CH2:23]4)=[O:15])[CH2:10]2)=[N:35][CH:34]=1)#[N:37]. Given the reactants C(O[C:6]([NH:8][CH:9]1[CH2:13][CH2:12][N:11]([C:14]([O:16][CH:17]2[CH:24]3[CH2:25][C:20]4([C:27](=[O:29])[NH2:28])[CH2:21][CH:22]([CH2:26][CH:18]2[CH2:19]4)[CH2:23]3)=[O:15])[CH2:10]1)=O)(C)(C)C.ClC1[S:32][C:33]([C:36]#[N:37])=[CH:34][N:35]=1, predict the reaction product. (6) Given the reactants [N:1]([CH:4]([O:16][CH2:17][CH2:18][O:19][CH2:20][C:21]([O:23][CH2:24][CH3:25])=[O:22])[CH2:5][O:6][C:7]1[CH:8]=[C:9]([CH:13]=[CH:14][CH:15]=1)[C:10]([OH:12])=O)=[N+:2]=[N-:3].[C:26](NCCN)([O:28][C:29]([CH3:32])([CH3:31])[CH3:30])=[O:27].C1C[N:40]([P+](ON2N=NC3C=CC=CC2=3)(N2CCCC2)N2CCCC2)[CH2:39][CH2:38]1.F[P-](F)(F)(F)(F)F.CCN(C(C)C)C(C)C, predict the reaction product. The product is: [CH2:24]([O:23][C:21](=[O:22])[CH2:20][O:19][CH2:18][CH2:17][O:16][CH:4]([N:1]=[N+:2]=[N-:3])[CH2:5][O:6][C:7]1[CH:15]=[CH:14][CH:13]=[C:9]([C:10](=[O:12])[NH:40][CH2:39][CH2:38][C:26]([O:28][C:29]([CH3:30])([CH3:31])[CH3:32])=[O:27])[CH:8]=1)[CH3:25]. (7) Given the reactants [CH3:1][C:2]([C:18]1[CH:23]=[CH:22][CH:21]=[CH:20][CH:19]=1)([CH2:13][CH:14]=[C:15]([CH3:17])[CH3:16])[C:3]([O:5]CC1C=CC=CC=1)=[O:4], predict the reaction product. The product is: [CH3:1][C:2]([C:18]1[CH:19]=[CH:20][CH:21]=[CH:22][CH:23]=1)([CH2:13][CH2:14][CH:15]([CH3:17])[CH3:16])[C:3]([OH:5])=[O:4]. (8) Given the reactants [CH3:1][C:2]1[CH:7]=[CH:6][C:5]([N+:8]([O-])=O)=[CH:4][C:3]=1[S:11]([NH2:14])(=[O:13])=[O:12].[Sn](Cl)Cl.CO, predict the reaction product. The product is: [NH2:8][C:5]1[CH:6]=[CH:7][C:2]([CH3:1])=[C:3]([S:11]([NH2:14])(=[O:12])=[O:13])[CH:4]=1.